Dataset: NCI-60 drug combinations with 297,098 pairs across 59 cell lines. Task: Regression. Given two drug SMILES strings and cell line genomic features, predict the synergy score measuring deviation from expected non-interaction effect. (1) Drug 1: CCCCCOC(=O)NC1=NC(=O)N(C=C1F)C2C(C(C(O2)C)O)O. Drug 2: CC1CCC2CC(C(=CC=CC=CC(CC(C(=O)C(C(C(=CC(C(=O)CC(OC(=O)C3CCCCN3C(=O)C(=O)C1(O2)O)C(C)CC4CCC(C(C4)OC)O)C)C)O)OC)C)C)C)OC. Cell line: MOLT-4. Synergy scores: CSS=77.6, Synergy_ZIP=3.65, Synergy_Bliss=5.66, Synergy_Loewe=7.45, Synergy_HSA=8.73. (2) Drug 1: C1CCN(CC1)CCOC2=CC=C(C=C2)C(=O)C3=C(SC4=C3C=CC(=C4)O)C5=CC=C(C=C5)O. Drug 2: N.N.Cl[Pt+2]Cl. Cell line: SN12C. Synergy scores: CSS=-0.992, Synergy_ZIP=0.546, Synergy_Bliss=-1.36, Synergy_Loewe=-2.45, Synergy_HSA=-2.40. (3) Drug 1: CC12CCC3C(C1CCC2=O)CC(=C)C4=CC(=O)C=CC34C. Drug 2: C1CN(CCN1C(=O)CCBr)C(=O)CCBr. Cell line: A549. Synergy scores: CSS=39.6, Synergy_ZIP=-8.06, Synergy_Bliss=-1.36, Synergy_Loewe=-6.07, Synergy_HSA=1.42.